This data is from NCI-60 drug combinations with 297,098 pairs across 59 cell lines. The task is: Regression. Given two drug SMILES strings and cell line genomic features, predict the synergy score measuring deviation from expected non-interaction effect. (1) Drug 1: CN(C)N=NC1=C(NC=N1)C(=O)N. Drug 2: CC1C(C(=O)NC(C(=O)N2CCCC2C(=O)N(CC(=O)N(C(C(=O)O1)C(C)C)C)C)C(C)C)NC(=O)C3=C4C(=C(C=C3)C)OC5=C(C(=O)C(=C(C5=N4)C(=O)NC6C(OC(=O)C(N(C(=O)CN(C(=O)C7CCCN7C(=O)C(NC6=O)C(C)C)C)C)C(C)C)C)N)C. Cell line: U251. Synergy scores: CSS=4.55, Synergy_ZIP=-3.24, Synergy_Bliss=-2.17, Synergy_Loewe=-1.82, Synergy_HSA=-2.06. (2) Drug 1: C1C(C(OC1N2C=C(C(=O)NC2=O)F)CO)O. Drug 2: C1=CC=C(C(=C1)C(C2=CC=C(C=C2)Cl)C(Cl)Cl)Cl. Cell line: RPMI-8226. Synergy scores: CSS=44.0, Synergy_ZIP=2.88, Synergy_Bliss=4.38, Synergy_Loewe=-47.1, Synergy_HSA=4.09. (3) Drug 1: CC1CCC2CC(C(=CC=CC=CC(CC(C(=O)C(C(C(=CC(C(=O)CC(OC(=O)C3CCCCN3C(=O)C(=O)C1(O2)O)C(C)CC4CCC(C(C4)OC)OCCO)C)C)O)OC)C)C)C)OC. Drug 2: C(CC(=O)O)C(=O)CN.Cl. Cell line: SN12C. Synergy scores: CSS=21.0, Synergy_ZIP=-6.63, Synergy_Bliss=-5.48, Synergy_Loewe=-9.18, Synergy_HSA=-0.619. (4) Drug 1: CC(C1=C(C=CC(=C1Cl)F)Cl)OC2=C(N=CC(=C2)C3=CN(N=C3)C4CCNCC4)N. Drug 2: C1CN1P(=S)(N2CC2)N3CC3. Cell line: UACC-257. Synergy scores: CSS=4.06, Synergy_ZIP=-1.16, Synergy_Bliss=-1.47, Synergy_Loewe=-1.67, Synergy_HSA=-1.57. (5) Drug 1: CN1C2=C(C=C(C=C2)N(CCCl)CCCl)N=C1CCCC(=O)O.Cl. Drug 2: C1CNP(=O)(OC1)N(CCCl)CCCl. Cell line: IGROV1. Synergy scores: CSS=-0.292, Synergy_ZIP=0.551, Synergy_Bliss=0.728, Synergy_Loewe=-0.631, Synergy_HSA=-0.597. (6) Drug 1: C1CC(=O)NC(=O)C1N2CC3=C(C2=O)C=CC=C3N. Drug 2: CC=C1C(=O)NC(C(=O)OC2CC(=O)NC(C(=O)NC(CSSCCC=C2)C(=O)N1)C(C)C)C(C)C. Cell line: DU-145. Synergy scores: CSS=30.3, Synergy_ZIP=-0.601, Synergy_Bliss=-0.806, Synergy_Loewe=-42.5, Synergy_HSA=0.824.